The task is: Predict which catalyst facilitates the given reaction.. This data is from Catalyst prediction with 721,799 reactions and 888 catalyst types from USPTO. (1) Reactant: [Li]C(C)(C)C.CCCCC.[CH3:11][O:12][C:13]1[CH:22]=[C:21]2[C:16]([CH:17]=[CH:18][C:19]([NH:23][C:24](=[O:30])[O:25][C:26]([CH3:29])([CH3:28])[CH3:27])=[CH:20]2)=[CH:15][CH:14]=1.ClCC[I:34].P([O-])([O-])([O-])=O. Product: [I:34][C:18]1[C:19]([NH:23][C:24](=[O:30])[O:25][C:26]([CH3:27])([CH3:29])[CH3:28])=[CH:20][C:21]2[C:16]([CH:17]=1)=[CH:15][CH:14]=[C:13]([O:12][CH3:11])[CH:22]=2.[I:34][C:20]1[C:21]2[C:16](=[CH:15][CH:14]=[C:13]([O:12][CH3:11])[CH:22]=2)[CH:17]=[CH:18][C:19]=1[NH:23][C:24](=[O:30])[O:25][C:26]([CH3:27])([CH3:29])[CH3:28]. The catalyst class is: 27. (2) Reactant: [Br:1][C:2]1[C:7]([C:8](O)=[O:9])=[CH:6][C:5]([NH:11][C:12]([C:14]2[N:18]([CH3:19])[N:17]=[C:16]([C:20]([F:26])([F:25])[C:21]([F:24])([F:23])[F:22])[C:15]=2[C:27]([F:30])([F:29])[F:28])=[O:13])=[N:4][CH:3]=1.CC1C=CC(S([O-])(=O)=O)=CC=1.[F:42][C@H:43]1[CH2:45][C@H:44]1[NH3+:46].CN(C(ON1N=NC2C=CC=NC1=2)=[N+](C)C)C.F[P-](F)(F)(F)(F)F.CCN(C(C)C)C(C)C. Product: [Br:1][C:2]1[C:7]([C:8]([NH:46][C@@H:44]2[CH2:45][C@@H:43]2[F:42])=[O:9])=[CH:6][C:5]([NH:11][C:12]([C:14]2[N:18]([CH3:19])[N:17]=[C:16]([C:20]([F:25])([F:26])[C:21]([F:23])([F:24])[F:22])[C:15]=2[C:27]([F:30])([F:28])[F:29])=[O:13])=[N:4][CH:3]=1. The catalyst class is: 4. (3) Reactant: [C:1]([N:4]1[CH2:9][CH:8]=[C:7]([C:10]2[C:19]3[C:14](=[CH:15][CH:16]=[CH:17][CH:18]=3)[C:13](=[O:20])[O:12][C:11]=2[CH:21]([N:23]2[C:27]3=[N:28][CH:29]=[N:30][C:31]([NH2:32])=[C:26]3[C:25]([C:33]3[CH:38]=[C:37]([F:39])[CH:36]=[C:35]([O:40][Si](C(C)(C)C)(C)C)[CH:34]=3)=[N:24]2)[CH3:22])[CH2:6][CH2:5]1)(=[O:3])[CH3:2]. Product: [C:1]([N:4]1[CH2:5][CH:6]=[C:7]([C:10]2[C:19]3[C:14](=[CH:15][CH:16]=[CH:17][CH:18]=3)[C:13](=[O:20])[O:12][C:11]=2[CH:21]([N:23]2[C:27]3=[N:28][CH:29]=[N:30][C:31]([NH2:32])=[C:26]3[C:25]([C:33]3[CH:34]=[C:35]([OH:40])[CH:36]=[C:37]([F:39])[CH:38]=3)=[N:24]2)[CH3:22])[CH2:8][CH2:9]1)(=[O:3])[CH3:2]. The catalyst class is: 422. (4) Product: [Cl:1][C:2]1[CH:7]=[CH:6][CH:5]=[CH:4][C:3]=1[N:8]1[C:12]([C:13]([Cl:23])=[O:14])=[CH:11][C:10]([C:16]([F:19])([F:18])[F:17])=[N:9]1. The catalyst class is: 306. Reactant: [Cl:1][C:2]1[CH:7]=[CH:6][CH:5]=[CH:4][C:3]=1[N:8]1[C:12]([C:13](O)=[O:14])=[CH:11][C:10]([C:16]([F:19])([F:18])[F:17])=[N:9]1.C(Cl)(=O)C([Cl:23])=O. (5) Reactant: [Cl:1][C:2]1[CH:3]=[C:4]([CH:8]=[CH:9][C:10]=1[CH2:11][N:12]1[CH2:17][CH2:16][CH:15]([NH:18][C:19]([C:21]2[O:22][C:23]3[C:28]([C:29](=[O:31])[CH:30]=2)=[CH:27][CH:26]=[C:25]([F:32])[CH:24]=3)=[O:20])[CH2:14][CH2:13]1)[C:5](O)=[O:6].C(Cl)Cl.C(Cl)(C(Cl)=O)=O.[N:42]1([CH2:47][CH2:48][NH2:49])[CH2:46][CH2:45][CH2:44][CH2:43]1. Product: [Cl:1][C:2]1[CH:3]=[C:4]([C:5]([NH:49][CH2:48][CH2:47][N:42]2[CH2:46][CH2:45][CH2:44][CH2:43]2)=[O:6])[CH:8]=[CH:9][C:10]=1[CH2:11][N:12]1[CH2:13][CH2:14][CH:15]([NH:18][C:19]([C:21]2[O:22][C:23]3[C:28]([C:29](=[O:31])[CH:30]=2)=[CH:27][CH:26]=[C:25]([F:32])[CH:24]=3)=[O:20])[CH2:16][CH2:17]1. The catalyst class is: 3. (6) Reactant: Cl[C:2]1[N:9]=[CH:8][CH:7]=[C:6]([O:10][CH3:11])[C:3]=1[C:4]#[N:5].[CH3:12][Al](C)C.CCCCCCC.[C@H](O)(C([O-])=O)[C@@H](O)C([O-])=O.[Na+].[K+]. The catalyst class is: 77. Product: [CH3:11][O:10][C:6]1[C:3]([C:4]#[N:5])=[C:2]([CH3:12])[N:9]=[CH:8][CH:7]=1. (7) Reactant: [Cl:1][C:2]1[C:3](=[O:29])[N:4]([C:19]2[CH:20]=[C:21]([CH:26]=[CH:27][CH:28]=2)[C:22]([O:24]C)=[O:23])[C:5]([CH3:18])=[CH:6][C:7]=1[O:8][CH2:9][C:10]1[CH:15]=[CH:14][C:13]([F:16])=[CH:12][C:11]=1[F:17].[OH-].[Na+].Cl. The catalyst class is: 111. Product: [Cl:1][C:2]1[C:3](=[O:29])[N:4]([C:19]2[CH:20]=[C:21]([CH:26]=[CH:27][CH:28]=2)[C:22]([OH:24])=[O:23])[C:5]([CH3:18])=[CH:6][C:7]=1[O:8][CH2:9][C:10]1[CH:15]=[CH:14][C:13]([F:16])=[CH:12][C:11]=1[F:17]. (8) Reactant: [CH:1]1([C:4]([NH:6][C:7]2[N:8]=[C:9]3[CH:14]=[CH:13][C:12]([O:15][C:16]4[CH:21]=[CH:20][C:19]([NH:22][C:23]([C:25]5([C:28]([NH:30][C:31]6[CH:36]=[CH:35][CH:34]=[CH:33][CH:32]=6)=[O:29])[CH2:27][CH2:26]5)=[O:24])=[CH:18][C:17]=4[F:37])=[CH:11][N:10]3[CH:38]=2)=[O:5])[CH2:3][CH2:2]1.[ClH:39]. Product: [ClH:39].[CH:1]1([C:4]([NH:6][C:7]2[N:8]=[C:9]3[CH:14]=[CH:13][C:12]([O:15][C:16]4[CH:21]=[CH:20][C:19]([NH:22][C:23]([C:25]5([C:28]([NH:30][C:31]6[CH:32]=[CH:33][CH:34]=[CH:35][CH:36]=6)=[O:29])[CH2:26][CH2:27]5)=[O:24])=[CH:18][C:17]=4[F:37])=[CH:11][N:10]3[CH:38]=2)=[O:5])[CH2:3][CH2:2]1. The catalyst class is: 311.